Dataset: Forward reaction prediction with 1.9M reactions from USPTO patents (1976-2016). Task: Predict the product of the given reaction. (1) Given the reactants [Na].[CH:2]1([OH:8])[CH2:7][CH2:6][CH2:5][CH2:4][CH2:3]1.[Br:9][C:10]1[CH:11]=[N:12][CH:13]=[C:14](Br)[CH:15]=1.O, predict the reaction product. The product is: [Br:9][C:10]1[CH:11]=[N:12][CH:13]=[C:14]([O:8][CH:2]2[CH2:7][CH2:6][CH2:5][CH2:4][CH2:3]2)[CH:15]=1. (2) Given the reactants [C:1]([C:3]1[C:7]2[CH:8]=[C:9]([O:12][CH3:13])[CH:10]=[CH:11][C:6]=2[O:5][C:4]=1[CH:14]([NH:21][C:22]1[CH:30]=[CH:29][C:25]([C:26](O)=[O:27])=[CH:24][CH:23]=1)[CH:15]1[CH2:20][CH2:19][CH2:18][CH2:17][CH2:16]1)#[N:2].Cl.[CH2:32]([O:34][C:35](=[O:39])[CH2:36][CH2:37][NH2:38])[CH3:33].O.ON1C2C=CC=CC=2N=N1.Cl.C(N=C=NCCCN(C)C)C.Cl, predict the reaction product. The product is: [C:1]([C:3]1[C:7]2[CH:8]=[C:9]([O:12][CH3:13])[CH:10]=[CH:11][C:6]=2[O:5][C:4]=1[CH:14]([NH:21][C:22]1[CH:30]=[CH:29][C:25]([C:26]([NH:38][CH2:37][CH2:36][C:35]([O:34][CH2:32][CH3:33])=[O:39])=[O:27])=[CH:24][CH:23]=1)[CH:15]1[CH2:16][CH2:17][CH2:18][CH2:19][CH2:20]1)#[N:2]. (3) The product is: [F:16][C:17]1[CH:26]=[C:25]([I:27])[CH:24]=[CH:23][C:18]=1[NH:19][C:20]1[N:21]([CH3:22])[C:11](=[O:13])[C:6]2[N:7]=[C:8]([CH3:10])[S:9][C:5]=2[C:4]=1[C:3]([O:2][CH3:1])=[O:15]. Given the reactants [CH3:1][O:2][C:3](=[O:15])[CH2:4][C:5]1[S:9][C:8]([CH3:10])=[N:7][C:6]=1[C:11]([O:13]C)=O.[F:16][C:17]1[CH:26]=[C:25]([I:27])[CH:24]=[CH:23][C:18]=1[N:19]=[C:20]=[N:21][CH3:22], predict the reaction product. (4) Given the reactants CN(C)/[CH:3]=[CH:4]/[C:5]([C:7]1[C:12](=[O:13])[CH:11]=[CH:10][N:9]([C:14]2[CH:15]=[C:16]([S:20]([N:23]([CH3:25])[CH3:24])(=[O:22])=[O:21])[CH:17]=[CH:18][CH:19]=2)[N:8]=1)=O.[F:27][C:28]1[CH:29]=[C:30]([NH:34][NH2:35])[CH:31]=[CH:32][CH:33]=1, predict the reaction product. The product is: [F:27][C:28]1[CH:29]=[C:30]([N:34]2[C:5]([C:7]3[C:12](=[O:13])[CH:11]=[CH:10][N:9]([C:14]4[CH:15]=[C:16]([S:20]([N:23]([CH3:25])[CH3:24])(=[O:22])=[O:21])[CH:17]=[CH:18][CH:19]=4)[N:8]=3)=[CH:4][CH:3]=[N:35]2)[CH:31]=[CH:32][CH:33]=1. (5) Given the reactants [Cl:1][C:2]1[CH:26]=[CH:25][C:5]([O:6][CH2:7][C:8]([N:10]2[CH2:15][CH2:14][N:13]([CH2:16][C:17]3[CH:22]=[CH:21][C:20]([F:23])=[CH:19][CH:18]=3)[CH2:12][C@H:11]2[CH3:24])=[O:9])=[C:4]([OH:27])[CH:3]=1.[CH2:28]([N:30](CC)CC)C.N#CBr, predict the reaction product. The product is: [Cl:1][C:2]1[CH:26]=[CH:25][C:5]([O:6][CH2:7][C:8]([N:10]2[CH2:15][CH2:14][N:13]([CH2:16][C:17]3[CH:22]=[CH:21][C:20]([F:23])=[CH:19][CH:18]=3)[CH2:12][C@H:11]2[CH3:24])=[O:9])=[C:4]([O:27][C:28]#[N:30])[CH:3]=1.